Dataset: Peptide-MHC class I binding affinity with 185,985 pairs from IEDB/IMGT. Task: Regression. Given a peptide amino acid sequence and an MHC pseudo amino acid sequence, predict their binding affinity value. This is MHC class I binding data. (1) The peptide sequence is FQPQNQQFI. The MHC is H-2-Db with pseudo-sequence H-2-Db. The binding affinity (normalized) is 0.187. (2) The peptide sequence is KQNMRIRSK. The MHC is HLA-A02:19 with pseudo-sequence HLA-A02:19. The binding affinity (normalized) is 0.0847.